Dataset: Full USPTO retrosynthesis dataset with 1.9M reactions from patents (1976-2016). Task: Predict the reactants needed to synthesize the given product. (1) Given the product [CH3:1][C:2]1[CH:3]=[C:4]([CH2:5][N:6]2[C:10]([S:11][CH2:12][C:13]([F:14])([F:15])[F:16])=[CH:9][C:8]([C:17]([F:23])([F:22])[C:18]([F:19])([F:20])[F:21])=[N:7]2)[CH:24]=[CH:25][C:26]=1[NH2:27], predict the reactants needed to synthesize it. The reactants are: [CH3:1][C:2]1[CH:3]=[C:4]([CH:24]=[CH:25][C:26]=1[N+:27]([O-])=O)[CH2:5][N:6]1[C:10]([S:11][CH2:12][C:13]([F:16])([F:15])[F:14])=[CH:9][C:8]([C:17]([F:23])([F:22])[C:18]([F:21])([F:20])[F:19])=[N:7]1.C([O-])(=O)C.[NH4+].CC(C)=O. (2) Given the product [C:29]1(=[C:9]([C:13]2[S:12][CH:11]=[C:10]([CH3:28])[N:14]=2)[C:7]#[N:8])[CH2:34][CH2:33][CH2:32][CH2:31][CH2:30]1, predict the reactants needed to synthesize it. The reactants are: C1(C2[N:8]=[C:7]([C:9]3[C:10]4[CH2:28]CCC[C:11]=4[S:12][C:13]=3[NH:14]C(N3CCC[C@@H]3C(O)=O)=O)ON=2)CC1.[C:29]1(=O)[CH2:34][CH2:33][CH2:32][CH2:31][CH2:30]1.CC1N=C(CC#N)SC=1. (3) Given the product [C:22]([OH:25])(=[O:24])[CH3:23].[F:18][C:2]([F:1])([F:19])[C:3]1[CH:8]=[CH:7][C:6]([CH:9]2[CH2:14][NH:13][CH2:12][CH:11]([C:15]([NH2:17])=[O:16])[CH2:10]2)=[CH:5][CH:4]=1, predict the reactants needed to synthesize it. The reactants are: [F:1][C:2]([F:19])([F:18])[C:3]1[CH:8]=[CH:7][C:6]([C:9]2[CH:10]=[C:11]([C:15]([NH2:17])=[O:16])[CH:12]=[N:13][CH:14]=2)=[CH:5][CH:4]=1.[H][H].[C:22]([OH:25])(=[O:24])[CH3:23].